This data is from Full USPTO retrosynthesis dataset with 1.9M reactions from patents (1976-2016). The task is: Predict the reactants needed to synthesize the given product. (1) The reactants are: Cl[C:2]1[N:7]=[C:6]([CH:8]([CH:11]2[N:15]([CH2:16][CH3:17])[C:14]3[CH:18]=[CH:19][CH:20]=[CH:21][C:13]=3[NH:12]2)[C:9]#[N:10])[C:5]([CH3:22])=[CH:4][N:3]=1.[NH2:23][CH2:24][CH:25]1[CH2:30][CH2:29][CH2:28][CH2:27][CH2:26]1. Given the product [CH:25]1([CH2:24][NH:23][C:2]2[N:7]=[C:6]([CH:8]([C:11]3[N:15]([CH2:16][CH3:17])[C:14]4[CH:18]=[CH:19][CH:20]=[CH:21][C:13]=4[N:12]=3)[C:9]#[N:10])[C:5]([CH3:22])=[CH:4][N:3]=2)[CH2:30][CH2:29][CH2:28][CH2:27][CH2:26]1, predict the reactants needed to synthesize it. (2) Given the product [NH2:1][C:2]1[C:6]2([CH2:11][CH2:10][CH2:9][CH2:8][CH2:7]2)[O:5][C:4](=[O:12])[C:3]=1[C:13]1[C:14]([CH3:21])=[CH:15][C:16]([C:31]2[CH:30]=[CH:29][CH:28]=[C:27]([NH:26][S:23]([CH3:22])(=[O:24])=[O:25])[CH:32]=2)=[C:17]([Cl:19])[CH:18]=1, predict the reactants needed to synthesize it. The reactants are: [NH2:1][C:2]1[C:6]2([CH2:11][CH2:10][CH2:9][CH2:8][CH2:7]2)[O:5][C:4](=[O:12])[C:3]=1[C:13]1[CH:18]=[C:17]([Cl:19])[C:16](Br)=[CH:15][C:14]=1[CH3:21].[CH3:22][S:23]([NH:26][C:27]1[CH:28]=[C:29](B(O)O)[CH:30]=[CH:31][CH:32]=1)(=[O:25])=[O:24].C(=O)([O-])[O-].[Cs+].[Cs+].C(O)C. (3) Given the product [C:1]([O:5][C:6]([N:8]1[C@@H:12]([CH2:13][CH2:14][C:15]2[CH:20]=[CH:19][C:18]([NH:21][C:22]([O:41][CH2:40][C:39]3[CH:42]=[CH:43][C:36]([Cl:35])=[CH:37][CH:38]=3)=[O:23])=[CH:17][CH:16]=2)[CH2:11][O:10][C:9]1([CH3:25])[CH3:24])=[O:7])([CH3:4])([CH3:2])[CH3:3], predict the reactants needed to synthesize it. The reactants are: [C:1]([O:5][C:6]([N:8]1[C@@H:12]([CH2:13][CH2:14][C:15]2[CH:20]=[CH:19][C:18]([N:21]=[C:22]=[O:23])=[CH:17][CH:16]=2)[CH2:11][O:10][C:9]1([CH3:25])[CH3:24])=[O:7])([CH3:4])([CH3:3])[CH3:2].C(N(CC)C(C)C)(C)C.[Cl:35][C:36]1[CH:43]=[CH:42][C:39]([CH2:40][OH:41])=[CH:38][CH:37]=1. (4) Given the product [CH2:1]([N:8]1[CH2:14][CH:13]2[N:15]([C:21]([O:20][C:17]([CH3:19])([CH3:18])[CH3:16])=[O:22])[CH:10]([CH2:11][CH2:12]2)[CH2:9]1)[C:2]1[CH:3]=[CH:4][CH:5]=[CH:6][CH:7]=1, predict the reactants needed to synthesize it. The reactants are: [CH2:1]([N:8]1[CH2:14][CH:13]2[NH:15][CH:10]([CH2:11][CH2:12]2)[CH2:9]1)[C:2]1[CH:7]=[CH:6][CH:5]=[CH:4][CH:3]=1.[CH3:16][C:17]([O:20][C:21](O[C:21]([O:20][C:17]([CH3:19])([CH3:18])[CH3:16])=[O:22])=[O:22])([CH3:19])[CH3:18].C([O-])(O)=O.[Na+]. (5) Given the product [CH3:11][O:10][C:9]1[CH:8]=[CH:7][CH:6]=[C:3]2[C:2]=1[N:1]=[C:22]([NH2:23])[C:21]([CH2:20][C:15]1[CH:16]=[CH:17][CH:18]=[CH:19][C:14]=1[O:13][CH3:12])=[CH:4]2, predict the reactants needed to synthesize it. The reactants are: [NH2:1][C:2]1[C:9]([O:10][CH3:11])=[CH:8][CH:7]=[CH:6][C:3]=1[CH:4]=O.[CH3:12][O:13][C:14]1[CH:19]=[CH:18][CH:17]=[CH:16][C:15]=1[CH2:20][CH2:21][C:22]#[N:23]. (6) The reactants are: [Cl:1][C:2]1[CH:3]=[C:4]2[N:25]=[C:24]([O:26][C@H:27]3[C@H:31]4[O:32][CH2:33][C@@H:34]([OH:35])[C@H:30]4[O:29][CH2:28]3)[N:23]([CH2:36][O:37][CH2:38][CH2:39][Si:40]([CH3:43])([CH3:42])[CH3:41])[C:5]2=[N:6][C:7]=1[C:8]1[CH:13]=[CH:12][C:11](B2OC(C)(C)C(C)(C)O2)=[CH:10][CH:9]=1.[N:44]1([S:48]([CH3:58])(=[O:57])=[N:49][C:50]2[CH:55]=[CH:54][C:53](Br)=[CH:52][CH:51]=2)[CH2:47][CH2:46][CH2:45]1. Given the product [N:44]1([S:48](=[N:49][C:50]2[CH:55]=[CH:54][C:53]([C:11]3[CH:12]=[CH:13][C:8]([C:7]4[N:6]=[C:5]5[N:23]([CH2:36][O:37][CH2:38][CH2:39][Si:40]([CH3:42])([CH3:41])[CH3:43])[C:24]([O:26][C@H:27]6[C@H:31]7[O:32][CH2:33][C@@H:34]([OH:35])[C@H:30]7[O:29][CH2:28]6)=[N:25][C:4]5=[CH:3][C:2]=4[Cl:1])=[CH:9][CH:10]=3)=[CH:52][CH:51]=2)([CH3:58])=[O:57])[CH2:45][CH2:46][CH2:47]1, predict the reactants needed to synthesize it. (7) Given the product [CH2:44]([O:43][C:40]([CH:41]([CH2:34][C:24]1[N:25]=[C:26]([C:28]2[CH:29]=[CH:30][CH:31]=[CH:32][CH:33]=2)[O:27][C:23]=1[CH2:22][CH2:21][C:18]1[CH:17]=[CH:16][C:15]([O:14][CH2:13][C:3]2[N:4]=[C:5]([C:7]3[CH:12]=[CH:11][CH:10]=[CH:9][CH:8]=3)[O:6][C:2]=2[CH3:1])=[CH:20][CH:19]=1)[C:40]([O:43][CH2:44][CH3:45])=[O:42])=[O:42])[CH3:45], predict the reactants needed to synthesize it. The reactants are: [CH3:1][C:2]1[O:6][C:5]([C:7]2[CH:12]=[CH:11][CH:10]=[CH:9][CH:8]=2)=[N:4][C:3]=1[CH2:13][O:14][C:15]1[CH:20]=[CH:19][C:18]([CH2:21][CH2:22][C:23]2[O:27][C:26]([C:28]3[CH:33]=[CH:32][CH:31]=[CH:30][CH:29]=3)=[N:25][C:24]=2[CH2:34]O)=[CH:17][CH:16]=1.S(Cl)(Cl)=O.[C:40]([O:43][CH2:44][CH3:45])(=[O:42])[CH3:41]. (8) The reactants are: [F:1][C:2]([F:36])([F:35])[C:3]1[CH:8]=[C:7]([C:9]2[CH:14]=[CH:13][C:12]([C:15]([F:18])([F:17])[F:16])=[CH:11][CH:10]=2)[N:6]=[C:5]([C:19]2[CH:24]=[CH:23][N:22]=[C:21]([C:25]3[CH:26]=[C:27]([S:31]([NH2:34])(=[O:33])=[O:32])[CH:28]=[CH:29][CH:30]=3)[CH:20]=2)[N:4]=1.[C:37](O[C:37](=[O:40])[CH2:38][CH3:39])(=[O:40])[CH2:38][CH3:39].C(O)(=O)CC. Given the product [C:37]([NH:34][S:31]([C:27]1[CH:28]=[CH:29][CH:30]=[C:25]([C:21]2[CH:20]=[C:19]([C:5]3[N:4]=[C:3]([C:2]([F:1])([F:35])[F:36])[CH:8]=[C:7]([C:9]4[CH:10]=[CH:11][C:12]([C:15]([F:18])([F:17])[F:16])=[CH:13][CH:14]=4)[N:6]=3)[CH:24]=[CH:23][N:22]=2)[CH:26]=1)(=[O:33])=[O:32])(=[O:40])[CH2:38][CH3:39], predict the reactants needed to synthesize it.